This data is from Full USPTO retrosynthesis dataset with 1.9M reactions from patents (1976-2016). The task is: Predict the reactants needed to synthesize the given product. (1) The reactants are: [Cl:1][C:2]1[CH:7]=[CH:6][C:5]([I:8])=[CH:4][C:3]=1[OH:9].O[CH:11]1[CH2:16][CH2:15][N:14]([C:17]([O:19][C:20]([CH3:23])([CH3:22])[CH3:21])=[O:18])[CH2:13][CH2:12]1.C1(P(C2C=CC=CC=2)C2C=CC=CC=2)C=CC=CC=1.N(C(OCC)=O)=NC(OCC)=O. Given the product [C:20]([O:19][C:17]([N:14]1[CH2:15][CH2:16][CH:11]([O:9][C:3]2[CH:4]=[C:5]([I:8])[CH:6]=[CH:7][C:2]=2[Cl:1])[CH2:12][CH2:13]1)=[O:18])([CH3:23])([CH3:21])[CH3:22], predict the reactants needed to synthesize it. (2) Given the product [Cl:16][C:13]1[C:14](=[O:15])[C:9]([OH:8])=[CH:10][N:11]([CH3:17])[C:12]=1[CH3:18], predict the reactants needed to synthesize it. The reactants are: C([O:8][C:9]1[C:14](=[O:15])[C:13]([Cl:16])=[CH:12][N:11]([CH3:17])[CH:10]=1)C1C=CC=CC=1.[CH2:18](O)C.